Predict the product of the given reaction. From a dataset of Forward reaction prediction with 1.9M reactions from USPTO patents (1976-2016). Given the reactants [C:1]1([C:11]2[CH:16]=[CH:15][CH:14]=[CH:13][CH:12]=2)[CH:6]=[CH:5][C:4]([CH2:7][C:8]([OH:10])=O)=[CH:3][CH:2]=1.[Cl-].[Cl-].[NH3+:19][C@@H:20]([C:22]1[S:23][C:24]([CH3:27])=[CH:25][NH+:26]=1)[CH3:21].C1C=NC2N(O)N=NC=2C=1.C(Cl)CCl.CCN(C(C)C)C(C)C, predict the reaction product. The product is: [C:1]1([C:11]2[CH:16]=[CH:15][CH:14]=[CH:13][CH:12]=2)[CH:2]=[CH:3][C:4]([CH2:7][C:8]([NH:19][C@@H:20]([C:22]2[S:23][C:24]([CH3:27])=[CH:25][N:26]=2)[CH3:21])=[O:10])=[CH:5][CH:6]=1.